This data is from NCI-60 drug combinations with 297,098 pairs across 59 cell lines. The task is: Regression. Given two drug SMILES strings and cell line genomic features, predict the synergy score measuring deviation from expected non-interaction effect. Drug 1: C1=NC2=C(N1)C(=S)N=C(N2)N. Drug 2: CCC1=C2CN3C(=CC4=C(C3=O)COC(=O)C4(CC)O)C2=NC5=C1C=C(C=C5)O. Cell line: CCRF-CEM. Synergy scores: CSS=67.5, Synergy_ZIP=-1.50, Synergy_Bliss=-2.76, Synergy_Loewe=-1.29, Synergy_HSA=0.860.